This data is from Catalyst prediction with 721,799 reactions and 888 catalyst types from USPTO. The task is: Predict which catalyst facilitates the given reaction. Reactant: [NH2:1][C:2]1[N:10]=[C:9]2[C:5]([NH:6][CH:7]=[N:8]2)=[C:4](Cl)[N:3]=1.[Cl:12][C:13]1[CH:14]=[C:15]([CH:18]=[CH:19][CH:20]=1)[CH2:16][NH2:17].C(N(CC)CC)C. Product: [NH2:1][C:2]1[N:10]=[C:9]2[C:5]([NH:6][CH:7]=[N:8]2)=[C:4]([NH:17][CH2:16][C:15]2[CH:18]=[CH:19][CH:20]=[C:13]([Cl:12])[CH:14]=2)[N:3]=1. The catalyst class is: 51.